The task is: Predict which catalyst facilitates the given reaction.. This data is from Catalyst prediction with 721,799 reactions and 888 catalyst types from USPTO. (1) Reactant: [CH3:1][S:2]([NH2:5])(=[O:4])=[O:3].C1CCN2C(=NCCC2)CC1.[Cl:17][C:18]1[CH:19]=[C:20]([O:25][C:26]2[C:41]([F:42])=[CH:40][C:29]([C:30](OC3C=CC(C)=CC=3)=[O:31])=[C:28]([F:43])[CH:27]=2)[CH:21]=[N:22][C:23]=1[F:24]. Product: [Cl:17][C:18]1[CH:19]=[C:20]([O:25][C:26]2[C:41]([F:42])=[CH:40][C:29]([C:30]([NH:5][S:2]([CH3:1])(=[O:4])=[O:3])=[O:31])=[C:28]([F:43])[CH:27]=2)[CH:21]=[N:22][C:23]=1[F:24]. The catalyst class is: 210. (2) Reactant: F[C:2]1[CH:7]=[CH:6][CH:5]=[CH:4][C:3]=1[C:8](=[O:10])[CH3:9].[OH:11][C:12]1[CH:21]=[CH:20][C:15]([C:16]([O:18][CH3:19])=[O:17])=[CH:14][CH:13]=1.C(=O)([O-])[O-].[K+].[K+]. Product: [C:8]([C:3]1[CH:4]=[CH:5][CH:6]=[CH:7][C:2]=1[O:11][C:12]1[CH:13]=[CH:14][C:15]([C:16]([O:18][CH3:19])=[O:17])=[CH:20][CH:21]=1)(=[O:10])[CH3:9]. The catalyst class is: 44. (3) Reactant: [NH2:1][CH:2]1[CH2:7][CH2:6][CH2:5][N:4]([C:8]([O:10][C:11]([CH3:14])([CH3:13])[CH3:12])=[O:9])[CH2:3]1.C([O-])([O-])=O.[K+].[K+].[CH2:21](Br)[C:22]1[CH:27]=[CH:26][CH:25]=[CH:24][CH:23]=1. Product: [CH2:21]([N:1]([CH2:21][C:22]1[CH:27]=[CH:26][CH:25]=[CH:24][CH:23]=1)[CH:2]1[CH2:7][CH2:6][CH2:5][N:4]([C:8]([O:10][C:11]([CH3:14])([CH3:13])[CH3:12])=[O:9])[CH2:3]1)[C:22]1[CH:27]=[CH:26][CH:25]=[CH:24][CH:23]=1. The catalyst class is: 21. (4) Reactant: [F:1][C:2]1[CH:11]=[CH:10][C:5]2[N:6]=[C:7]([CH3:9])[O:8][C:4]=2[CH:3]=1.[Br:12][CH2:13][C:14]1[CH:19]=[CH:18][C:17]([CH2:20][C:21]([OH:23])=[O:22])=[CH:16][CH:15]=1. Product: [Br-:12].[C:21]([CH2:20][C:17]1[CH:18]=[CH:19][C:14]([CH2:13][N+:6]2[C:5]3[CH:10]=[CH:11][C:2]([F:1])=[CH:3][C:4]=3[O:8][C:7]=2[CH3:9])=[CH:15][CH:16]=1)([OH:23])=[O:22]. The catalyst class is: 13.